This data is from Reaction yield outcomes from USPTO patents with 853,638 reactions. The task is: Predict the reaction yield, written as a fraction of the theoretical maximum amount of product (1.0 means a 100% yield; for example, 0.34 means a 34% yield). (1) The reactants are Br[C:2]1[CH:3]=[C:4]([C:8]2([C:18]3[CH:23]=[CH:22][N:21]=[C:20]([CH:24]([CH3:26])[CH3:25])[CH:19]=3)[C:16]3[C:11](=[CH:12][CH:13]=[CH:14][CH:15]=3)[C:10]([NH2:17])=[N:9]2)[CH:5]=[CH:6][CH:7]=1.[F:27][C:28]1[C:33](B(O)O)=[CH:32][CH:31]=[CH:30][N:29]=1. No catalyst specified. The product is [F:27][C:28]1[C:33]([C:2]2[CH:3]=[C:4]([C:8]3([C:18]4[CH:23]=[CH:22][N:21]=[C:20]([CH:24]([CH3:26])[CH3:25])[CH:19]=4)[C:16]4[C:11](=[CH:12][CH:13]=[CH:14][CH:15]=4)[C:10]([NH2:17])=[N:9]3)[CH:5]=[CH:6][CH:7]=2)=[CH:32][CH:31]=[CH:30][N:29]=1. The yield is 0.420. (2) The reactants are [CH2:1]1[C:9]2[C:4](=[CH:5][CH:6]=[CH:7][CH:8]=2)[CH2:3][NH:2]1.[C:10]([C:14]1[CH:15]=[CH:16][C:17]([O:23][CH3:24])=[C:18]([CH:22]=1)[C:19](O)=[O:20])([CH3:13])([CH3:12])[CH3:11].C(N(C(C)C)CC)(C)C.P(F)(F)(F)(F)F.N1(OC(N(C)C)=[N+](C)C)C2N=CC=CC=2N=N1.C([O-])(O)=O.[Na+]. The catalyst is CN(C=O)C.CCOC(C)=O. The product is [C:10]([C:14]1[CH:15]=[CH:16][C:17]([O:23][CH3:24])=[C:18]([CH:22]=1)[C:19]([N:2]1[CH2:3][C:4]2[C:9](=[CH:8][CH:7]=[CH:6][CH:5]=2)[CH2:1]1)=[O:20])([CH3:13])([CH3:11])[CH3:12]. The yield is 0.926.